From a dataset of Forward reaction prediction with 1.9M reactions from USPTO patents (1976-2016). Predict the product of the given reaction. Given the reactants [CH2:1]([O:3][C:4](=[O:29])[CH2:5][N:6]1[C:14]2[C:9](=[CH:10][CH:11]=[CH:12][CH:13]=2)[C:8]([CH2:26]O)([C:15]2[C:24]([OH:25])=[CH:23][C:22]3[CH2:21][CH2:20][CH2:19][CH2:18][C:17]=3[CH:16]=2)[C:7]1=[O:28])[CH3:2].C(OC(=O)CN1C2C(=CC=CC=2)C(C2C=C3C(=CC=2O)CCC3)(CO)C1=O)C, predict the reaction product. The product is: [CH2:1]([O:3][C:4](=[O:29])[CH2:5][N:6]1[C:14]2[C:9](=[CH:10][CH:11]=[CH:12][CH:13]=2)[C:8]2([CH2:26][O:25][C:24]3[CH:23]=[C:22]4[C:17](=[CH:16][C:15]2=3)[CH2:18][CH2:19][CH2:20][CH2:21]4)[C:7]1=[O:28])[CH3:2].